Predict which catalyst facilitates the given reaction. From a dataset of Catalyst prediction with 721,799 reactions and 888 catalyst types from USPTO. (1) Reactant: [Cl:1][C:2]1[CH:3]=[CH:4][C:5]2[N:11]([CH2:12][C:13]([CH3:17])([CH3:16])[CH2:14][OH:15])[C:10](=[O:18])[C@@H:9]([CH2:19][C:20]([NH:22][C:23]3[CH:24]=[C:25]([CH:29]=[CH:30][CH:31]=3)[C:26]([OH:28])=[O:27])=[O:21])[O:8][C@H:7]([C:32]3[CH:37]=[CH:36][CH:35]=[C:34]([O:38][CH3:39])[C:33]=3[O:40][CH3:41])[C:6]=2[CH:42]=1.N1C=CC=CC=1.[C:49](OCC)(=[O:51])[CH3:50].C(Cl)(=O)C. Product: [C:49]([O:15][CH2:14][C:13]([CH3:17])([CH3:16])[CH2:12][N:11]1[C:5]2[CH:4]=[CH:3][C:2]([Cl:1])=[CH:42][C:6]=2[C@@H:7]([C:32]2[CH:37]=[CH:36][CH:35]=[C:34]([O:38][CH3:39])[C:33]=2[O:40][CH3:41])[O:8][C@H:9]([CH2:19][C:20]([NH:22][C:23]2[CH:24]=[C:25]([CH:29]=[CH:30][CH:31]=2)[C:26]([OH:28])=[O:27])=[O:21])[C:10]1=[O:18])(=[O:51])[CH3:50]. The catalyst class is: 6. (2) Reactant: [NH2:1][C@@H:2]([CH2:10][CH2:11][CH2:12][NH:13][C:14]([NH:16][S:17]([C:20]1[C:21]([CH3:34])=[C:22]2[C:27](=[C:28]([CH3:31])[C:29]=1[CH3:30])[O:26][C:25]([CH3:33])([CH3:32])[CH2:24][CH2:23]2)(=[O:19])=[O:18])=[NH:15])[C:3]([O:5][C:6]([CH3:9])([CH3:8])[CH3:7])=[O:4].[OH:35][C:36]([C:51]1[CH:56]=[CH:55][CH:54]=[CH:53][CH:52]=1)([C:45]1[CH:50]=[CH:49][CH:48]=[CH:47][CH:46]=1)[C:37]1[S:41][C:40]([C:42](O)=[O:43])=[CH:39][CH:38]=1.CN(C(ON1N=NC2C=CC=CC1=2)=[N+](C)C)C.F[P-](F)(F)(F)(F)F.CCN(C(C)C)C(C)C. Product: [OH:35][C:36]([C:51]1[CH:56]=[CH:55][CH:54]=[CH:53][CH:52]=1)([C:45]1[CH:50]=[CH:49][CH:48]=[CH:47][CH:46]=1)[C:37]1[S:41][C:40]([C:42]([NH:1][C@@H:2]([CH2:10][CH2:11][CH2:12][NH:13][C:14]([NH:16][S:17]([C:20]2[C:21]([CH3:34])=[C:22]3[C:27](=[C:28]([CH3:31])[C:29]=2[CH3:30])[O:26][C:25]([CH3:33])([CH3:32])[CH2:24][CH2:23]3)(=[O:18])=[O:19])=[NH:15])[C:3]([O:5][C:6]([CH3:7])([CH3:8])[CH3:9])=[O:4])=[O:43])=[CH:39][CH:38]=1. The catalyst class is: 303. (3) Reactant: [NH2:1][CH2:2][CH2:3][CH2:4][NH:5][C:6]1[C:15]2[C:10](=[CH:11][CH:12]=[CH:13][CH:14]=2)[C:9](=[O:16])[NH:8][N:7]=1.CN(C=O)C.[CH:22](=O)[C:23]1[CH:28]=[CH:27][CH:26]=[CH:25][CH:24]=1.[BH3-]C#N.[Na+]. Product: [CH2:22]([NH:1][CH2:2][CH2:3][CH2:4][NH:5][C:6]1[C:15]2[C:10](=[CH:11][CH:12]=[CH:13][CH:14]=2)[C:9](=[O:16])[NH:8][N:7]=1)[C:23]1[CH:28]=[CH:27][CH:26]=[CH:25][CH:24]=1. The catalyst class is: 52. (4) Reactant: C([N:8]1[CH2:12][CH:11]([C:13]2[CH:18]=[CH:17][C:16]([O:19][CH3:20])=[C:15]([O:21][CH2:22][CH:23]3[CH2:25][CH2:24]3)[CH:14]=2)[C:10]([CH3:28])([CH:26]=[CH2:27])[CH2:9]1)C1C=CC=CC=1.Cl[C:30]([O:32][CH3:33])=[O:31]. Product: [CH3:33][O:32][C:30]([N:8]1[CH2:12][CH:11]([C:13]2[CH:18]=[CH:17][C:16]([O:19][CH3:20])=[C:15]([O:21][CH2:22][CH:23]3[CH2:25][CH2:24]3)[CH:14]=2)[C:10]([CH3:28])([CH:26]=[CH2:27])[CH2:9]1)=[O:31]. The catalyst class is: 10. (5) Product: [F:1][C:2]1[CH:3]=[CH:4][C:5]([CH3:12])=[C:6]([S:8]([N:14]([CH3:15])[CH3:13])(=[O:10])=[O:9])[CH:7]=1. The catalyst class is: 1. Reactant: [F:1][C:2]1[CH:3]=[CH:4][C:5]([CH3:12])=[C:6]([S:8](Cl)(=[O:10])=[O:9])[CH:7]=1.[CH3:13][NH:14][CH3:15]. (6) Reactant: [Cl:1][C:2]1[C:7]([CH3:8])=[N:6][C:5](Cl)=[CH:4][N:3]=1.[NH:10]1[CH2:20][CH2:19][CH:13]([C:14]([O:16]CC)=[O:15])[CH2:12][CH2:11]1.C(N(CC)CC)C.[OH-].[Li+]. Product: [Cl:1][C:2]1[N:3]=[CH:4][C:5]([N:10]2[CH2:20][CH2:19][CH:13]([C:14]([OH:16])=[O:15])[CH2:12][CH2:11]2)=[N:6][C:7]=1[CH3:8]. The catalyst class is: 8. (7) Product: [F:1][C:2]1[CH:38]=[CH:37][CH:36]=[C:35]([F:39])[C:3]=1[O:4][C:5]1[CH2:9][N:8]([CH:10]([CH2:27][C:28]2([F:33])[CH2:32][CH2:31][CH2:30][CH2:29]2)[C:11]([NH:13][C:14]2[CH:18]=[CH:17][N:16]([CH2:19][C@@H:20]([OH:21])[CH2:24][OH:23])[N:15]=2)=[O:12])[C:7](=[O:34])[CH:6]=1. The catalyst class is: 5. Reactant: [F:1][C:2]1[CH:38]=[CH:37][CH:36]=[C:35]([F:39])[C:3]=1[O:4][C:5]1[CH2:9][N:8]([CH:10]([CH2:27][C:28]2([F:33])[CH2:32][CH2:31][CH2:30][CH2:29]2)[C:11]([NH:13][C:14]2[CH:18]=[CH:17][N:16]([CH2:19][C@@H:20]3[CH2:24][O:23]C(C)(C)[O:21]3)[N:15]=2)=[O:12])[C:7](=[O:34])[CH:6]=1.C1(C)C=CC(S(O)(=O)=O)=CC=1.